This data is from Peptide-MHC class I binding affinity with 185,985 pairs from IEDB/IMGT. The task is: Regression. Given a peptide amino acid sequence and an MHC pseudo amino acid sequence, predict their binding affinity value. This is MHC class I binding data. (1) The peptide sequence is AEMGKGSFY. The MHC is Mamu-A11 with pseudo-sequence Mamu-A11. The binding affinity (normalized) is 0.456. (2) The peptide sequence is AGGDIWVTR. The MHC is HLA-A03:01 with pseudo-sequence HLA-A03:01. The binding affinity (normalized) is 0.